This data is from Full USPTO retrosynthesis dataset with 1.9M reactions from patents (1976-2016). The task is: Predict the reactants needed to synthesize the given product. (1) Given the product [NH2:1][C:2]1[N:10]=[C:9]([O:11][CH2:12][CH2:13][CH2:14][CH3:15])[N:8]=[C:7]2[C:3]=1[NH:4][C:5](=[O:33])[N:6]2[CH2:16][CH2:17][CH2:18][N:19]([CH2:34][C:36]1[CH:37]=[C:38]([CH2:42][C:43]([O:45][CH3:46])=[O:44])[CH:39]=[CH:40][CH:41]=1)[CH:20]1[CH2:25][CH2:24][N:23]([CH2:26][C:27]2[CH:32]=[CH:31][CH:30]=[CH:29][CH:28]=2)[CH2:22][CH2:21]1, predict the reactants needed to synthesize it. The reactants are: [NH2:1][C:2]1[N:10]=[C:9]([O:11][CH2:12][CH2:13][CH2:14][CH3:15])[N:8]=[C:7]2[C:3]=1[NH:4][C:5](=[O:33])[N:6]2[CH2:16][CH2:17][CH2:18][NH:19][CH:20]1[CH2:25][CH2:24][N:23]([CH2:26][C:27]2[CH:32]=[CH:31][CH:30]=[CH:29][CH:28]=2)[CH2:22][CH2:21]1.[CH:34]([C:36]1[CH:37]=[C:38]([CH2:42][C:43]([O:45][CH3:46])=[O:44])[CH:39]=[CH:40][CH:41]=1)=O.C(O[BH-](OC(=O)C)OC(=O)C)(=O)C.[Na+].C(O)(=O)C. (2) Given the product [ClH:1].[Cl:22][C:5]1[C:6]([C:8]([NH:10][CH2:11][C:12]23[CH2:13][CH:14]4[CH2:15][CH:16]([CH2:17][CH:18]([CH2:20]4)[CH2:19]2)[CH2:21]3)=[O:9])=[CH:7][C:28]([N:30]2[CH2:31][CH2:32][NH:33][CH2:34][CH2:35]2)=[N:3][CH:4]=1, predict the reactants needed to synthesize it. The reactants are: [Cl:1]C1[CH:7]=[C:6]([C:8]([NH:10][CH2:11][C:12]23[CH2:21][CH:16]4[CH2:17][CH:18]([CH2:20][CH:14]([CH2:15]4)[CH2:13]2)[CH2:19]3)=[O:9])[C:5]([Cl:22])=[CH:4][N:3]=1.C(O[C:28]([N:30]1[CH2:35][CH2:34][NH:33][CH2:32][CH2:31]1)=O)(C)(C)C.Cl. (3) Given the product [CH3:24][O:23][C:10]1[C:9]2[CH2:8][CH2:7][C@H:6]3[C@H:25]([CH3:28])[C:26]4[O:27][N:36]=[CH:2][C:3]=4[CH2:4][C@:5]3([C:29]3[CH:34]=[CH:33][CH:32]=[CH:31][CH:30]=3)[C:14]=2[N:13]=[C:12]([C:15]2[CH:20]=[CH:19][CH:18]=[CH:17][C:16]=2[O:21][CH3:22])[N:11]=1, predict the reactants needed to synthesize it. The reactants are: O/[CH:2]=[C:3]1/[CH2:4][C@:5]2([C:29]3[CH:34]=[CH:33][CH:32]=[CH:31][CH:30]=3)[C:14]3[N:13]=[C:12]([C:15]4[CH:20]=[CH:19][CH:18]=[CH:17][C:16]=4[O:21][CH3:22])[N:11]=[C:10]([O:23][CH3:24])[C:9]=3[CH2:8][CH2:7][C@H:6]2[C@H:25]([CH3:28])[C:26]/1=[O:27].Cl.[NH2:36]O. (4) Given the product [CH:24]1([NH:27][C:2]2[N:7]=[N:6][C:5]([C:8]3[C:17]4[C:12](=[CH:13][CH:14]=[CH:15][CH:16]=4)[CH:11]=[CH:10][CH:9]=3)=[C:4]([C:18]3[CH:23]=[CH:22][N:21]=[CH:20][CH:19]=3)[CH:3]=2)[CH2:26][CH2:25]1, predict the reactants needed to synthesize it. The reactants are: Cl[C:2]1[N:7]=[N:6][C:5]([C:8]2[C:17]3[C:12](=[CH:13][CH:14]=[CH:15][CH:16]=3)[CH:11]=[CH:10][CH:9]=2)=[C:4]([C:18]2[CH:23]=[CH:22][N:21]=[CH:20][CH:19]=2)[CH:3]=1.[CH:24]1([NH2:27])[CH2:26][CH2:25]1. (5) Given the product [CH3:24][C:19]1[CH:18]=[C:13]([CH:12]=[CH:11][C:10]=1[CH2:8][O:1][C:2]1[CH:3]=[CH:4][CH:5]=[CH:6][CH:7]=1)[C:14]([OH:16])=[O:15], predict the reactants needed to synthesize it. The reactants are: [O:1]([CH:8]([C:10]1[CH:19]=[CH:18][C:13]([C:14]([O:16]C)=[O:15])=[CH:12][CH:11]=1)C)[C:2]1[CH:7]=[CH:6][CH:5]=[CH:4][CH:3]=1.O.[OH-].[Li+].O1CCC[CH2:24]1.Cl. (6) Given the product [C:19]([O:23][C:24]([N:26]1[CH2:30][CH2:29][CH2:28][C@@H:27]1[CH2:31][O:18][C:15]1[CH:16]=[CH:17][C:12]([C:10](=[O:11])[C:7]2[CH:8]=[CH:9][C:4]([I:3])=[CH:5][CH:6]=2)=[CH:13][CH:14]=1)=[O:25])([CH3:22])([CH3:20])[CH3:21], predict the reactants needed to synthesize it. The reactants are: [H-].[Na+].[I:3][C:4]1[CH:9]=[CH:8][C:7]([C:10]([C:12]2[CH:17]=[CH:16][C:15]([OH:18])=[CH:14][CH:13]=2)=[O:11])=[CH:6][CH:5]=1.[C:19]([O:23][C:24]([N:26]1[CH2:30][CH2:29][CH2:28][C@@H:27]1[CH2:31]OS(C1C=CC(C)=CC=1)(=O)=O)=[O:25])([CH3:22])([CH3:21])[CH3:20]. (7) Given the product [CH2:7]([C:13]1[CH:17]=[CH:16][S:15][CH:14]=1)[CH2:12][C:11]1[CH:10]=[CH:9][CH:8]=[CH:19][CH:18]=1, predict the reactants needed to synthesize it. The reactants are: C(OCC[C:7]1([C:13]2[CH:17]=[CH:16][S:15][CH:14]=2)[CH:12]=[CH:11][CH:10]=[CH:9][CH2:8]1)(=O)C.[CH2:18]1COC[CH2:19]1. (8) Given the product [CH:31]([N:30]1[C:26]([C:21]2[N:22]=[C:23]3[C:24]4[CH:25]=[C:12]([CH:10]([N:8]5[CH2:9][CH:6]([N:34]6[CH2:39][CH2:38][O:37][CH2:36][CH2:35]6)[CH2:7]5)[CH3:11])[CH:13]=[CH:14][C:15]=4[O:16][CH2:17][CH2:18][N:19]3[CH:20]=2)=[N:27][CH:28]=[N:29]1)([CH3:32])[CH3:33], predict the reactants needed to synthesize it. The reactants are: CS(O[CH:6]1[CH2:9][N:8]([CH:10]([C:12]2[CH:25]=[C:24]3[C:15]([O:16][CH2:17][CH2:18][N:19]4[C:23]3=[N:22][C:21]([C:26]3[N:30]([CH:31]([CH3:33])[CH3:32])[N:29]=[CH:28][N:27]=3)=[CH:20]4)=[CH:14][CH:13]=2)[CH3:11])[CH2:7]1)(=O)=O.[NH:34]1[CH2:39][CH2:38][O:37][CH2:36][CH2:35]1.